This data is from NCI-60 drug combinations with 297,098 pairs across 59 cell lines. The task is: Regression. Given two drug SMILES strings and cell line genomic features, predict the synergy score measuring deviation from expected non-interaction effect. Drug 1: CN(C)C1=NC(=NC(=N1)N(C)C)N(C)C. Drug 2: CC1C(C(=O)NC(C(=O)N2CCCC2C(=O)N(CC(=O)N(C(C(=O)O1)C(C)C)C)C)C(C)C)NC(=O)C3=C4C(=C(C=C3)C)OC5=C(C(=O)C(=C(C5=N4)C(=O)NC6C(OC(=O)C(N(C(=O)CN(C(=O)C7CCCN7C(=O)C(NC6=O)C(C)C)C)C)C(C)C)C)N)C. Cell line: SNB-75. Synergy scores: CSS=4.87, Synergy_ZIP=1.43, Synergy_Bliss=3.92, Synergy_Loewe=2.91, Synergy_HSA=2.26.